Task: Predict the product of the given reaction.. Dataset: Forward reaction prediction with 1.9M reactions from USPTO patents (1976-2016) (1) Given the reactants [F:1][C:2]1[C:14]([NH:15][CH2:16][C:17]2[C:22]([F:23])=[CH:21][CH:20]=[C:19]([C:24]3[CH:29]=[CH:28][CH:27]=[C:26]([F:30])[CH:25]=3)[C:18]=2[CH3:31])=[C:13]([F:32])[CH:12]=[CH:11][C:3]=1[O:4][CH2:5][C:6]([O:8]CC)=[O:7].[OH-].[Na+], predict the reaction product. The product is: [F:1][C:2]1[C:14]([NH:15][CH2:16][C:17]2[C:22]([F:23])=[CH:21][CH:20]=[C:19]([C:24]3[CH:29]=[CH:28][CH:27]=[C:26]([F:30])[CH:25]=3)[C:18]=2[CH3:31])=[C:13]([F:32])[CH:12]=[CH:11][C:3]=1[O:4][CH2:5][C:6]([OH:8])=[O:7]. (2) The product is: [C:1]([NH:11][C@H:12]([C:16]([O:18][C@@H:19]([CH3:32])[C:20]([OH:22])=[O:21])=[O:17])[CH:13]([CH3:14])[CH3:15])([O:3][CH2:4][C:5]1[CH:10]=[CH:9][CH:8]=[CH:7][CH:6]=1)=[O:2]. Given the reactants [C:1]([NH:11][C@H:12]([C:16]([O:18][C@@H:19]([CH3:32])[C:20]([O:22]CC1C=CC(OC)=CC=1)=[O:21])=[O:17])[CH:13]([CH3:15])[CH3:14])([O:3][CH2:4][C:5]1[CH:10]=[CH:9][CH:8]=[CH:7][CH:6]=1)=[O:2].FC(F)(F)C(O)=O, predict the reaction product. (3) The product is: [Br:24][C:19]1[CH:18]=[C:17]2[C:22]([CH:23]=[C:14]([CH2:13][CH2:12][N:27]3[CH2:28][CH2:29][CH2:30][C@H:26]3[CH3:25])[N:15]=[CH:16]2)=[CH:21][CH:20]=1. Given the reactants CC1C=CC(S(O[CH2:12][CH2:13][C:14]2[N:15]=[CH:16][C:17]3[C:22]([CH:23]=2)=[CH:21][CH:20]=[C:19]([Br:24])[CH:18]=3)(=O)=O)=CC=1.[CH3:25][C@@H:26]1[CH2:30][CH2:29][CH2:28][NH:27]1.C(=O)([O-])[O-].[K+].[K+], predict the reaction product. (4) Given the reactants [F:1][C:2]1([F:12])[CH2:6][CH2:5][CH:4]([C:7](OCC)=[O:8])[CH2:3]1.[H-].[Al+3].[Li+].[H-].[H-].[H-], predict the reaction product. The product is: [F:1][C:2]1([F:12])[CH2:6][CH2:5][CH:4]([CH2:7][OH:8])[CH2:3]1. (5) The product is: [NH2:25][C:26]1[N:27]=[CH:28][N:29]=[C:6]([NH:8][C@H:9]([C:11]2[C:20]([C:21]([OH:23])=[O:22])=[CH:19][C:18]3[C:13](=[CH:14][CH:15]=[CH:16][C:17]=3[F:24])[N:12]=2)[CH3:10])[C:31]=1[C:32]#[N:33]. Given the reactants C(O[C:6]([NH:8][C@H:9]([C:11]1[C:20]([C:21]([OH:23])=[O:22])=[CH:19][C:18]2[C:13](=[CH:14][CH:15]=[CH:16][C:17]=2[F:24])[N:12]=1)[CH3:10])=O)(C)(C)C.[NH2:25][C:26]1[C:31]([C:32]#[N:33])=C(Cl)[N:29]=[CH:28][N:27]=1, predict the reaction product. (6) Given the reactants C([C:5]1([O:11][CH2:12][CH2:13][CH2:14]Br)[CH2:10][CH2:9][CH2:8][CH2:7][O:6]1)(C)(C)C.[OH:16][CH2:17][C:18]1[CH:22]=[CH:21][S:20][CH:19]=1, predict the reaction product. The product is: [S:20]1[CH:21]=[CH:22][C:18]([CH2:17][O:16][CH2:14][CH2:13][CH2:12][O:11][CH:5]2[CH2:10][CH2:9][CH2:8][CH2:7][O:6]2)=[CH:19]1. (7) Given the reactants O[C:2]1[CH:3]=[C:4]([C:8]2([C:25]3[CH:30]=[CH:29][N:28]=[CH:27][CH:26]=3)[C:16]3[C:11](=[N:12][CH:13]=[CH:14][CH:15]=3)[C:10]([NH:17]C(=O)OC(C)(C)C)=[N:9]2)[CH:5]=[CH:6][CH:7]=1.[CH3:31][CH:32]([CH3:36])[CH2:33][CH2:34][OH:35], predict the reaction product. The product is: [CH2:34]([O:35][C:2]1[CH:3]=[C:4]([C:8]2([C:25]3[CH:26]=[CH:27][N:28]=[CH:29][CH:30]=3)[C:16]3[C:11](=[N:12][CH:13]=[CH:14][CH:15]=3)[C:10]([NH2:17])=[N:9]2)[CH:5]=[CH:6][CH:7]=1)[CH2:33][CH:32]([CH3:36])[CH3:31].